From a dataset of Forward reaction prediction with 1.9M reactions from USPTO patents (1976-2016). Predict the product of the given reaction. (1) The product is: [Si:55]([O:54][C@H:15]([C:12]1[CH:13]=[CH:14][C:9]([OH:8])=[C:10]([NH:62][S:63]([CH3:66])(=[O:64])=[O:65])[CH:11]=1)[CH2:16][NH:17][CH2:18][CH2:19][C:20]1[CH:21]=[CH:22][C:23]([O:26][CH2:27][CH2:28][CH2:29][CH2:30][C:31]2[CH:36]=[CH:35][C:34]([OH:37])=[C:33]([C@@H:38]([C:48]3[CH:49]=[CH:50][CH:51]=[CH:52][CH:53]=3)[CH2:39][CH2:40][N:41]([CH:45]([CH3:47])[CH3:46])[CH:42]([CH3:44])[CH3:43])[CH:32]=2)=[CH:24][CH:25]=1)([C:58]([CH3:61])([CH3:59])[CH3:60])([CH3:57])[CH3:56]. Given the reactants C([O:8][C:9]1[CH:14]=[CH:13][C:12]([C@@H:15]([O:54][Si:55]([C:58]([CH3:61])([CH3:60])[CH3:59])([CH3:57])[CH3:56])[CH2:16][NH:17][CH2:18][CH2:19][C:20]2[CH:25]=[CH:24][C:23]([O:26][CH2:27][CH2:28][CH2:29][CH2:30][C:31]3[CH:36]=[CH:35][C:34]([OH:37])=[C:33]([C@@H:38]([C:48]4[CH:53]=[CH:52][CH:51]=[CH:50][CH:49]=4)[CH2:39][CH2:40][N:41]([CH:45]([CH3:47])[CH3:46])[CH:42]([CH3:44])[CH3:43])[CH:32]=3)=[CH:22][CH:21]=2)=[CH:11][C:10]=1[NH:62][S:63]([CH3:66])(=[O:65])=[O:64])C1C=CC=CC=1.C([O-])=O.[NH4+], predict the reaction product. (2) Given the reactants [OH:1][CH2:2][C@@H:3]1[CH2:5][C@@H:4]1[CH:6]1[CH2:11][CH2:10][N:9]([C:12]([O:14][C:15]([CH3:18])([CH3:17])[CH3:16])=[O:13])[CH2:8][CH2:7]1.[Br:19][C:20]1[CH:27]=[CH:26][C:23]([CH2:24]Br)=[CH:22][CH:21]=1, predict the reaction product. The product is: [C:15]([O:14][C:12]([N:9]1[CH2:8][CH2:7][CH:6]([C@H:4]2[CH2:5][C@H:3]2[CH2:2][O:1][CH2:24][C:23]2[CH:26]=[CH:27][C:20]([Br:19])=[CH:21][CH:22]=2)[CH2:11][CH2:10]1)=[O:13])([CH3:18])([CH3:17])[CH3:16].